This data is from Catalyst prediction with 721,799 reactions and 888 catalyst types from USPTO. The task is: Predict which catalyst facilitates the given reaction. (1) Reactant: [CH3:1][O:2][C:3]1[CH:4]=[C:5]2[C:10](=[CH:11][C:12]=1[O:13][CH3:14])[N:9]=[CH:8][CH:7]=[C:6]2[O:15][C:16]1[C:22]([CH3:23])=[CH:21][C:19]([NH2:20])=[C:18]([CH3:24])[CH:17]=1.Cl[C:26](Cl)([O:28][C:29](=[O:35])OC(Cl)(Cl)Cl)Cl.[N:37]1([CH2:43][CH2:44]CO)[CH2:42][CH2:41][CH2:40][CH2:39][CH2:38]1.C(=O)(O)[O-].[Na+]. Product: [CH3:1][O:2][C:3]1[CH:4]=[C:5]2[C:10](=[CH:11][C:12]=1[O:13][CH3:14])[N:9]=[CH:8][CH:7]=[C:6]2[O:15][C:16]1[C:22]([CH3:23])=[CH:21][C:19]([NH:20][C:29](=[O:35])[O:28][CH2:26][CH2:44][CH2:43][N:37]2[CH2:42][CH2:41][CH2:40][CH2:39][CH2:38]2)=[C:18]([CH3:24])[CH:17]=1. The catalyst class is: 208. (2) Product: [CH:6]1[C:14]2[C:13]3[CH:15]=[CH:16][CH:17]=[CH:18][C:12]=3[S:11][C:10]=2[C:9]([C:19]([C:27]2[CH:28]=[CH:29][CH:30]=[CH:31][CH:32]=2)([C:21]2[CH:22]=[CH:23][CH:24]=[CH:25][CH:26]=2)[C:36]2[CH:37]=[CH:38][C:33]([OH:39])=[CH:34][CH:35]=2)=[CH:8][CH:7]=1. Reactant: S(=O)(=O)(O)O.[CH:6]1[C:14]2[C:13]3[CH:15]=[CH:16][CH:17]=[CH:18][C:12]=3[S:11][C:10]=2[C:9]([C:19]([C:27]2[CH:32]=[CH:31][CH:30]=[CH:29][CH:28]=2)([C:21]2[CH:26]=[CH:25][CH:24]=[CH:23][CH:22]=2)O)=[CH:8][CH:7]=1.[C:33]1([OH:39])[CH:38]=[CH:37][CH:36]=[CH:35][CH:34]=1. The catalyst class is: 28. (3) The catalyst class is: 11. Product: [CH2:21]([N:25]([C:26]1[CH:35]=[CH:34][C:33]2[C:28](=[C:29]([N+:36]([O-:38])=[O:37])[CH:30]=[CH:31][CH:32]=2)[N:27]=1)[C:2]1[CH:11]=[CH:10][C:9]2[C:4](=[C:5]([N+:12]([O-:14])=[O:13])[CH:6]=[CH:7][CH:8]=2)[N:3]=1)[CH2:22][CH2:23][CH3:24]. Reactant: Cl[C:2]1[CH:11]=[CH:10][C:9]2[C:4](=[C:5]([N+:12]([O-:14])=[O:13])[CH:6]=[CH:7][CH:8]=2)[N:3]=1.CC([O-])(C)C.[Na+].[CH2:21]([NH:25][C:26]1[CH:35]=[CH:34][C:33]2[C:28](=[C:29]([N+:36]([O-:38])=[O:37])[CH:30]=[CH:31][CH:32]=2)[N:27]=1)[CH2:22][CH2:23][CH3:24].C1(P(C2C=CC=CC=2)C2C=CC3C(=CC=CC=3)C=2C2C3C(=CC=CC=3)C=CC=2P(C2C=CC=CC=2)C2C=CC=CC=2)C=CC=CC=1.[Cl-].[NH4+].